From a dataset of Full USPTO retrosynthesis dataset with 1.9M reactions from patents (1976-2016). Predict the reactants needed to synthesize the given product. (1) Given the product [F:1][C:2]1[CH:3]=[CH:4][C:5]([O:8][C:9]([N:11]2[CH2:17][CH2:16][CH2:15][CH2:14][C@H:13]([NH:18][C:19]([N:66]3[CH2:67][CH2:68][N:63]([C:56]4[C:55]5[C:60](=[CH:61][C:52]([Cl:51])=[CH:53][CH:54]=5)[N:59]=[C:58]([NH2:62])[CH:57]=4)[CH2:64][CH2:65]3)=[O:21])[C:12]2=[O:26])=[O:10])=[CH:6][CH:7]=1, predict the reactants needed to synthesize it. The reactants are: [F:1][C:2]1[CH:7]=[CH:6][C:5]([O:8][C:9]([N:11]2[CH2:17][CH2:16][CH2:15][CH2:14][C@@H:13]([NH:18][C:19]([O:21]C(C)(C)C)=O)[C:12]2=[O:26])=[O:10])=[CH:4][CH:3]=1.C(O)(C(F)(F)F)=O.ClC(Cl)(OC(=O)OC(Cl)(Cl)Cl)Cl.C([O-])(O)=O.[Na+].[Cl:51][C:52]1[CH:61]=[C:60]2[C:55]([C:56]([N:63]3[CH2:68][CH2:67][NH:66][CH2:65][CH2:64]3)=[CH:57][C:58]([NH2:62])=[N:59]2)=[CH:54][CH:53]=1. (2) Given the product [F:15][C:4]1[CH:5]=[N:6][C:7]2[C:12]([C:3]=1[CH2:1][CH2:2][N:26]1[CH2:27][CH2:28][CH:23]([NH2:22])[CH2:24][CH2:25]1)=[N:11][C:10]([O:13][CH3:14])=[CH:9][CH:8]=2, predict the reactants needed to synthesize it. The reactants are: [CH:1]([C:3]1[C:4]([F:15])=[CH:5][N:6]=[C:7]2[C:12]=1[N:11]=[C:10]([O:13][CH3:14])[CH:9]=[CH:8]2)=[CH2:2].C(OC(=O)[NH:22][CH:23]1[CH2:28][CH2:27][NH:26][CH2:25][CH2:24]1)(C)(C)C. (3) Given the product [Cl:27][C:28]1[CH:33]=[C:32]([C:2]2[CH:3]=[C:4]3[C:9](=[CH:10][CH:11]=2)[N:8]=[CH:7][C:6]([C:12](=[O:14])[CH3:13])=[C:5]3[N:15]2[CH2:16][CH2:17][CH:18]([CH2:21][N:22]3[CH2:26][CH2:25][CH2:24][CH2:23]3)[CH2:19][CH2:20]2)[CH:31]=[C:30]([F:43])[C:29]=1[OH:44], predict the reactants needed to synthesize it. The reactants are: Br[C:2]1[CH:3]=[C:4]2[C:9](=[CH:10][CH:11]=1)[N:8]=[CH:7][C:6]([C:12](=[O:14])[CH3:13])=[C:5]2[N:15]1[CH2:20][CH2:19][CH:18]([CH2:21][N:22]2[CH2:26][CH2:25][CH2:24][CH2:23]2)[CH2:17][CH2:16]1.[Cl:27][C:28]1[CH:33]=[C:32](B2OC(C)(C)C(C)(C)O2)[CH:31]=[C:30]([F:43])[C:29]=1[OH:44]. (4) Given the product [Br:17][C:7]1[C:6]([CH3:9])=[CH:5][C:3]([NH:4][C:10](=[O:13])[CH3:11])=[C:2]([CH3:1])[CH:8]=1, predict the reactants needed to synthesize it. The reactants are: [CH3:1][C:2]1[CH:8]=[CH:7][C:6]([CH3:9])=[CH:5][C:3]=1[NH2:4].[C:10]([O:13]C(=O)C)(=O)[CH3:11].[Br:17]Br.O.